The task is: Predict the product of the given reaction.. This data is from Forward reaction prediction with 1.9M reactions from USPTO patents (1976-2016). (1) Given the reactants C([O:3][CH:4](OCC)[CH2:5][CH2:6][NH:7][C:8]([C:10]1[S:18][C:17]2[C:12](=[N:13][CH:14]=[CH:15][C:16]=2[O:19][C:20]2[CH:25]=[CH:24][C:23]([NH:26][C:27]([NH:29][C:30]3[CH:35]=[C:34]([CH3:36])[CH:33]=[CH:32][C:31]=3[F:37])=[O:28])=[C:22]([F:38])[CH:21]=2)[CH:11]=1)=[O:9])C.Cl.O.[OH-].[Na+], predict the reaction product. The product is: [F:38][C:22]1[CH:21]=[C:20]([CH:25]=[CH:24][C:23]=1[NH:26][C:27]([NH:29][C:30]1[CH:35]=[C:34]([CH3:36])[CH:33]=[CH:32][C:31]=1[F:37])=[O:28])[O:19][C:16]1[CH:15]=[CH:14][N:13]=[C:12]2[CH:11]=[C:10]([C:8]([NH:7][CH2:6][CH2:5][CH:4]=[O:3])=[O:9])[S:18][C:17]=12. (2) Given the reactants [Cl:1][C:2]1[CH:3]=[CH:4][C:5]2[N:11]3[C:12]([C:15]([F:18])([F:17])[F:16])=[N:13][N:14]=[C:10]3[C@@H:9]([CH2:19][C:20]([N:22]3[CH2:27][CH2:26][N:25]([CH2:28][CH2:29][C:30]([O:32]CC)=[O:31])[C:24](=[O:35])[CH2:23]3)=[O:21])[S:8][C@H:7]([C:36]3[CH:41]=[CH:40][CH:39]=[C:38]([O:42][CH3:43])[C:37]=3[O:44][CH3:45])[C:6]=2[CH:46]=1.Cl, predict the reaction product. The product is: [Cl:1][C:2]1[CH:3]=[CH:4][C:5]2[N:11]3[C:12]([C:15]([F:16])([F:17])[F:18])=[N:13][N:14]=[C:10]3[C@@H:9]([CH2:19][C:20]([N:22]3[CH2:27][CH2:26][N:25]([CH2:28][CH2:29][C:30]([OH:32])=[O:31])[C:24](=[O:35])[CH2:23]3)=[O:21])[S:8][C@H:7]([C:36]3[CH:41]=[CH:40][CH:39]=[C:38]([O:42][CH3:43])[C:37]=3[O:44][CH3:45])[C:6]=2[CH:46]=1. (3) Given the reactants [NH2:1][CH:2]([CH3:31])[CH2:3][NH:4][C:5]([C:7]1[N:8]=[N:9][C:10]([N:13]2[CH2:18][CH2:17][N:16]([C:19](=[O:30])[C:20]3[CH:25]=[CH:24][CH:23]=[CH:22][C:21]=3[C:26]([F:29])([F:28])[F:27])[CH2:15][CH2:14]2)=[CH:11][CH:12]=1)=O, predict the reaction product. The product is: [CH3:31][CH:2]1[CH2:3][NH:4][C:5]([C:7]2[N:8]=[N:9][C:10]([N:13]3[CH2:18][CH2:17][N:16]([C:19]([C:20]4[CH:25]=[CH:24][CH:23]=[CH:22][C:21]=4[C:26]([F:29])([F:28])[F:27])=[O:30])[CH2:15][CH2:14]3)=[CH:11][CH:12]=2)=[N:1]1. (4) Given the reactants [C:1]1([C:7]2[CH:11]=[CH:10][NH:9][C:8]=2[C:12]([O:14]CC)=[O:13])[CH:6]=[CH:5][CH:4]=[CH:3][CH:2]=1.O.[OH-].[Li+], predict the reaction product. The product is: [C:1]1([C:7]2[CH:11]=[CH:10][NH:9][C:8]=2[C:12]([OH:14])=[O:13])[CH:2]=[CH:3][CH:4]=[CH:5][CH:6]=1. (5) Given the reactants Br[C:2]1[CH:3]=[CH:4][C:5]([Cl:10])=[C:6]([O:8][CH3:9])[CH:7]=1.[Mg].II.[C:14](OCC)(=[O:20])[C:15]([O:17][CH2:18][CH3:19])=[O:16].[Cl-].[NH4+], predict the reaction product. The product is: [Cl:10][C:5]1[CH:4]=[CH:3][C:2]([C:14](=[O:20])[C:15]([O:17][CH2:18][CH3:19])=[O:16])=[CH:7][C:6]=1[O:8][CH3:9]. (6) Given the reactants [C:1]([O:13][CH3:14])(=[O:12])[C:2]1[CH:11]=[CH:10][C:5]([C:6]([O:8][CH3:9])=[O:7])=[CH:4][CH:3]=1.C(O)CO.O=[Sb]O[Sb]=O, predict the reaction product. The product is: [C:6]1(=[O:7])[O:8][CH2:9][CH2:14][O:13][C:1](=[O:12])[C:2]2[CH:11]=[CH:10][C:5]1=[CH:4][CH:3]=2.